This data is from Full USPTO retrosynthesis dataset with 1.9M reactions from patents (1976-2016). The task is: Predict the reactants needed to synthesize the given product. (1) Given the product [CH3:1][N:2]1[CH2:3][CH2:4][N:5]([C:8]2[C:13]([CH:14]=[C:21]3[CH2:22][CH2:23][NH:19][C:20]3=[O:24])=[CH:12][CH:11]=[CH:10][N:9]=2)[CH2:6][CH2:7]1, predict the reactants needed to synthesize it. The reactants are: [CH3:1][N:2]1[CH2:7][CH2:6][N:5]([C:8]2[C:13]([CH:14]=O)=[CH:12][CH:11]=[CH:10][N:9]=2)[CH2:4][CH2:3]1.C([N:19]1[CH2:23][CH2:22][CH2:21][C:20]1=[O:24])(=O)C.[H-].[Na+]. (2) Given the product [CH3:44][C@@H:43]([C@@H:45]1[C@@:63]2([CH3:64])[CH2:62][CH2:61][CH:60]3[C@@:58]4([CH3:59])[CH2:57][CH2:56][CH:54]([O:55][C@@H:9]5[O:10][C@H:11]([C:28]([OH:29])=[O:67])[C@@H:12]([OH:21])[C@H:13]([OH:14])[C@H:8]5[OH:7])[CH2:53][C:52]4=[CH:51][CH2:50][CH:49]3[CH:48]2[CH2:47][CH2:46]1)[CH2:42][CH2:41][CH2:40][CH:38]([CH3:37])[CH3:39], predict the reactants needed to synthesize it. The reactants are: C([O:7][C@@H:8]1[C@@H:13]([O:14]C(=O)C(C)(C)C)[C@H:12]([O:21]C(=O)C(C)(C)C)[C@@H:11]([CH2:28][O:29]C(=O)C(C)(C)C)[O:10][C@@H:9]1Br)(=O)C(C)(C)C.[CH3:37][CH:38]([CH2:40][CH2:41][CH2:42][C@H:43]([C@@H:45]1[C@:63]2([CH3:64])[C@H:48]([C@H:49]3[C@H:60]([CH2:61][CH2:62]2)[C@:58]2([CH3:59])[C:52]([CH2:53][C@H:54]([CH2:56][CH2:57]2)[OH:55])=[CH:51][CH2:50]3)[CH2:47][CH2:46]1)[CH3:44])[CH3:39].CC[O:67]CC. (3) Given the product [Cl:1][C:2]1[CH:7]=[CH:6][N:5]2[C:8]([C:20]3[CH:26]=[CH:25][C:23]([NH2:24])=[CH:22][CH:21]=3)=[CH:9][N:10]=[C:4]2[CH:3]=1, predict the reactants needed to synthesize it. The reactants are: [Cl:1][C:2]1[CH:7]=[CH:6][N:5]2[C:8](I)=[CH:9][N:10]=[C:4]2[CH:3]=1.CC1(C)C(C)(C)OB([C:20]2[CH:26]=[CH:25][C:23]([NH2:24])=[CH:22][CH:21]=2)O1.C(=O)([O-])[O-].[K+].[K+].O1CCOCC1. (4) Given the product [CH3:1][O:2][C:3](=[O:20])[CH2:4][C:5]1[CH:10]=[CH:9][CH:8]=[C:7]([NH:11][C:12]([C:14]2[O:15][C:16]([C:25]3[CH:26]=[CH:27][C:22]([Cl:21])=[CH:23][CH:24]=3)=[CH:17][CH:18]=2)=[O:13])[CH:6]=1, predict the reactants needed to synthesize it. The reactants are: [CH3:1][O:2][C:3](=[O:20])[CH2:4][C:5]1[CH:10]=[CH:9][CH:8]=[C:7]([NH:11][C:12]([C:14]2[O:15][C:16](Br)=[CH:17][CH:18]=2)=[O:13])[CH:6]=1.[Cl:21][C:22]1[CH:27]=[CH:26][C:25](B(O)O)=[CH:24][CH:23]=1. (5) Given the product [C:44](=[O:45])([O:43][C@@H:15]1[C@@H:16]([O:41][CH3:42])[CH:17]=[CH:18][CH:19]=[C:20]([CH3:40])[C:21](=[O:22])[NH:23][C:24]2[C:31](=[O:32])[C:29]([CH2:30][C@@H:8]([CH3:7])[CH2:9][C@H:10]([O:50][CH3:51])[C@H:11]([OH:49])[C@@H:12]([CH3:48])[CH:13]=[C:14]1[CH3:47])=[C:28]([NH:5][CH2:4][CH2:3][N:2]([CH3:6])[CH3:1])[C:26](=[O:27])[C:25]=2[C:35]1[O:39][CH:38]=[CH:37][CH:36]=1)[NH2:46], predict the reactants needed to synthesize it. The reactants are: [CH3:1][N:2]([CH3:6])[CH2:3][CH2:4][NH2:5].[CH3:7][C@@H:8]1[CH2:30][C:29]2[C:31](=[O:32])[C:24](=[C:25]([C:35]3[O:39][CH:38]=[CH:37][CH:36]=3)[C:26]([C:28]=2OC)=[O:27])[NH:23][C:21](=[O:22])[C:20]([CH3:40])=[CH:19][CH:18]=[CH:17][C@H:16]([O:41][CH3:42])[C@@H:15]([O:43][C:44]([NH2:46])=[O:45])[C:14]([CH3:47])=[CH:13][C@H:12]([CH3:48])[C@@H:11]([OH:49])[C@@H:10]([O:50][CH3:51])[CH2:9]1.